This data is from Forward reaction prediction with 1.9M reactions from USPTO patents (1976-2016). The task is: Predict the product of the given reaction. (1) Given the reactants [F:1][C:2]([F:31])([F:30])[C:3]1[CH:4]=[C:5]([NH:13][C:14](SC)=[C:15]([S:18]([C:21]2[CH:26]=[CH:25][C:24]([Cl:27])=[CH:23][CH:22]=2)(=[O:20])=[O:19])[C:16]#[N:17])[CH:6]=[C:7]([C:9]([F:12])([F:11])[F:10])[CH:8]=1.[CH3:32][CH:33]([NH2:38])[C:34]([CH3:37])([CH3:36])[CH3:35], predict the reaction product. The product is: [F:10][C:9]([F:12])([F:11])[C:7]1[CH:6]=[C:5]([NH:13][C:14]([NH:38][CH:33]([CH3:32])[C:34]([CH3:37])([CH3:36])[CH3:35])=[C:15]([S:18]([C:21]2[CH:26]=[CH:25][C:24]([Cl:27])=[CH:23][CH:22]=2)(=[O:19])=[O:20])[C:16]#[N:17])[CH:4]=[C:3]([C:2]([F:31])([F:1])[F:30])[CH:8]=1. (2) Given the reactants [C:1]([C:3]1[CH:4]=[C:5]([S:10]([NH:13][C:14]2[S:15][CH:16]=[N:17][N:18]=2)(=[O:12])=[O:11])[CH:6]=[CH:7][C:8]=1F)#[N:2].[Cl:19][C:20]1[CH:27]=[C:26]([OH:28])[CH:25]=[CH:24][C:21]=1[CH:22]=[O:23].OP([O-])([O-])=O.[K+].[K+], predict the reaction product. The product is: [Cl:19][C:20]1[CH:27]=[C:26]([CH:25]=[CH:24][C:21]=1[CH:22]=[O:23])[O:28][C:8]1[CH:7]=[CH:6][C:5]([S:10]([NH:13][C:14]2[S:15][CH:16]=[N:17][N:18]=2)(=[O:12])=[O:11])=[CH:4][C:3]=1[C:1]#[N:2]. (3) The product is: [Cl:1][C:2]1[CH:3]=[C:4]([CH2:8][CH:9]=[O:10])[CH:5]=[CH:6][CH:7]=1. Given the reactants [Cl:1][C:2]1[CH:3]=[C:4]([CH2:8][CH2:9][OH:10])[CH:5]=[CH:6][CH:7]=1.CC(OI1(OC(C)=O)(OC(C)=O)OC(=O)C2C=CC=CC1=2)=O.C([O-])(O)=O.[Na+].[O-]S([O-])(=S)=O.[Na+].[Na+], predict the reaction product.